Predict the product of the given reaction. From a dataset of Forward reaction prediction with 1.9M reactions from USPTO patents (1976-2016). (1) Given the reactants [C:1]([C:3]1[CH:11]=[CH:10][C:6]([C:7](Cl)=[O:8])=[CH:5][CH:4]=1)#[N:2].[Cl-].[Cl-].[Cl-].[Al+3].O, predict the reaction product. The product is: [CH3:1][C:3]1[CH:11]=[CH:10][C:6]([C:7]([C:6]2[CH:10]=[CH:11][C:3]([C:1]#[N:2])=[CH:4][CH:5]=2)=[O:8])=[CH:5][CH:4]=1. (2) Given the reactants C1(C(C2C=CC=CC=2)[N:8]2[C:16]3[C:11](=[C:12]([F:18])[CH:13]=[CH:14][C:15]=3[CH3:17])[C:10]3([CH2:22][O:21][C:20]4[CH:23]=[C:24]5[C:28](=[CH:29][C:19]3=4)[CH2:27][CH2:26][O:25]5)[C:9]2=[O:30])C=CC=CC=1.C1(C(C2C=CC=CC=2)N2C3C(=CC=CC=3)C3(C4C=C(C)C(OC)=CC=4OC3)C2=O)C=CC=CC=1, predict the reaction product. The product is: [F:18][C:12]1[CH:13]=[CH:14][C:15]([CH3:17])=[C:16]2[C:11]=1[C:10]1([CH2:22][O:21][C:20]3[CH:23]=[C:24]4[C:28](=[CH:29][C:19]1=3)[CH2:27][CH2:26][O:25]4)[C:9](=[O:30])[NH:8]2. (3) Given the reactants [CH3:1][C:2]([C:8]1[C:13](=[O:14])[C:12]([CH3:15])=[C:11]([CH3:16])[C:10](=[O:17])[C:9]=1[CH3:18])([CH3:7])[CH2:3][C:4]([OH:6])=O.ClC(OCC(C)C)=O.[NH2:27][C:28]1[CH:38]=[CH:37][C:31]2[N:32]=[C:33]([C:35]#[N:36])[S:34][C:30]=2[CH:29]=1, predict the reaction product. The product is: [C:35]([C:33]1[S:34][C:30]2[CH:29]=[C:28]([NH:27][C:4](=[O:6])[CH2:3][C:2]([CH3:1])([C:8]3[C:13](=[O:14])[C:12]([CH3:15])=[C:11]([CH3:16])[C:10](=[O:17])[C:9]=3[CH3:18])[CH3:7])[CH:38]=[CH:37][C:31]=2[N:32]=1)#[N:36]. (4) Given the reactants N1C=CN=C1.Cl[Si:7]([CH:14]([CH3:16])[CH3:15])([CH:11]([CH3:13])[CH3:12])[CH:8]([CH3:10])[CH3:9].[Br:17][CH2:18][C@H:19]([CH3:22])[CH2:20][OH:21], predict the reaction product. The product is: [Br:17][CH2:18][C@H:19]([CH3:22])[CH2:20][O:21][Si:7]([CH:14]([CH3:16])[CH3:15])([CH:11]([CH3:13])[CH3:12])[CH:8]([CH3:10])[CH3:9].